This data is from NCI-60 drug combinations with 297,098 pairs across 59 cell lines. The task is: Regression. Given two drug SMILES strings and cell line genomic features, predict the synergy score measuring deviation from expected non-interaction effect. (1) Drug 1: CN(C)N=NC1=C(NC=N1)C(=O)N. Drug 2: CCC1(CC2CC(C3=C(CCN(C2)C1)C4=CC=CC=C4N3)(C5=C(C=C6C(=C5)C78CCN9C7C(C=CC9)(C(C(C8N6C=O)(C(=O)OC)O)OC(=O)C)CC)OC)C(=O)OC)O.OS(=O)(=O)O. Cell line: SF-539. Synergy scores: CSS=15.9, Synergy_ZIP=-5.57, Synergy_Bliss=-2.37, Synergy_Loewe=-14.7, Synergy_HSA=-2.20. (2) Drug 1: C1=NC2=C(N=C(N=C2N1C3C(C(C(O3)CO)O)O)F)N. Drug 2: C1CNP(=O)(OC1)N(CCCl)CCCl. Cell line: UACC-257. Synergy scores: CSS=-5.98, Synergy_ZIP=0.786, Synergy_Bliss=-5.10, Synergy_Loewe=-6.60, Synergy_HSA=-7.05. (3) Drug 1: C1=C(C(=O)NC(=O)N1)N(CCCl)CCCl. Drug 2: CS(=O)(=O)OCCCCOS(=O)(=O)C. Cell line: RXF 393. Synergy scores: CSS=10.2, Synergy_ZIP=-8.48, Synergy_Bliss=-8.06, Synergy_Loewe=-6.09, Synergy_HSA=-5.52. (4) Drug 2: CCCCCOC(=O)NC1=NC(=O)N(C=C1F)C2C(C(C(O2)C)O)O. Drug 1: CCC1(CC2CC(C3=C(CCN(C2)C1)C4=CC=CC=C4N3)(C5=C(C=C6C(=C5)C78CCN9C7C(C=CC9)(C(C(C8N6C)(C(=O)OC)O)OC(=O)C)CC)OC)C(=O)OC)O.OS(=O)(=O)O. Synergy scores: CSS=1.98, Synergy_ZIP=-1.09, Synergy_Bliss=-0.485, Synergy_Loewe=-1.07, Synergy_HSA=-0.514. Cell line: NCI-H460. (5) Drug 1: C1=C(C(=O)NC(=O)N1)N(CCCl)CCCl. Drug 2: CCC1(CC2CC(C3=C(CCN(C2)C1)C4=CC=CC=C4N3)(C5=C(C=C6C(=C5)C78CCN9C7C(C=CC9)(C(C(C8N6C)(C(=O)OC)O)OC(=O)C)CC)OC)C(=O)OC)O.OS(=O)(=O)O. Cell line: OVCAR3. Synergy scores: CSS=50.0, Synergy_ZIP=-10.3, Synergy_Bliss=-8.05, Synergy_Loewe=-25.7, Synergy_HSA=-5.27. (6) Synergy scores: CSS=6.10, Synergy_ZIP=-2.90, Synergy_Bliss=0.728, Synergy_Loewe=-11.1, Synergy_HSA=-1.33. Drug 2: C1CCC(C(C1)N)N.C(=O)(C(=O)[O-])[O-].[Pt+4]. Cell line: IGROV1. Drug 1: C1=CC=C(C(=C1)C(C2=CC=C(C=C2)Cl)C(Cl)Cl)Cl. (7) Drug 2: CCN(CC)CCCC(C)NC1=C2C=C(C=CC2=NC3=C1C=CC(=C3)Cl)OC. Cell line: UACC62. Synergy scores: CSS=13.8, Synergy_ZIP=-3.33, Synergy_Bliss=0.906, Synergy_Loewe=0.517, Synergy_HSA=1.69. Drug 1: C1=CC(=CC=C1CC(C(=O)O)N)N(CCCl)CCCl.Cl. (8) Synergy scores: CSS=22.6, Synergy_ZIP=-6.22, Synergy_Bliss=-4.92, Synergy_Loewe=-6.61, Synergy_HSA=-4.41. Cell line: HS 578T. Drug 2: CC1=C(N=C(N=C1N)C(CC(=O)N)NCC(C(=O)N)N)C(=O)NC(C(C2=CN=CN2)OC3C(C(C(C(O3)CO)O)O)OC4C(C(C(C(O4)CO)O)OC(=O)N)O)C(=O)NC(C)C(C(C)C(=O)NC(C(C)O)C(=O)NCCC5=NC(=CS5)C6=NC(=CS6)C(=O)NCCC[S+](C)C)O. Drug 1: C1=NC2=C(N1)C(=S)N=C(N2)N. (9) Drug 1: CCCS(=O)(=O)NC1=C(C(=C(C=C1)F)C(=O)C2=CNC3=C2C=C(C=N3)C4=CC=C(C=C4)Cl)F. Drug 2: C(CC(=O)O)C(=O)CN.Cl. Cell line: HCT116. Synergy scores: CSS=0.697, Synergy_ZIP=3.78, Synergy_Bliss=4.32, Synergy_Loewe=2.82, Synergy_HSA=2.57.